This data is from CYP2C19 inhibition data for predicting drug metabolism from PubChem BioAssay. The task is: Regression/Classification. Given a drug SMILES string, predict its absorption, distribution, metabolism, or excretion properties. Task type varies by dataset: regression for continuous measurements (e.g., permeability, clearance, half-life) or binary classification for categorical outcomes (e.g., BBB penetration, CYP inhibition). Dataset: cyp2c19_veith. (1) The result is 1 (inhibitor). The molecule is COC(=O)c1sccc1NC(=O)CSc1cc(Cl)ccc1Cl. (2) The molecule is CO/N=C\[C@@H](OC)[C@H](C)/C=C\CC(=O)OC. The result is 0 (non-inhibitor).